Dataset: Retrosynthesis with 50K atom-mapped reactions and 10 reaction types from USPTO. Task: Predict the reactants needed to synthesize the given product. (1) Given the product CCS(=O)(=O)Oc1cc(C(C)(C)C)cc(C(C)(C)C)c1, predict the reactants needed to synthesize it. The reactants are: CC(C)(C)c1cc(O)cc(C(C)(C)C)c1.CCS(=O)(=O)Cl. (2) Given the product COc1cc(OC)c2c3c(c(=O)oc2c1)CN(CCN1CCCCC1)CC3, predict the reactants needed to synthesize it. The reactants are: COc1cc(OC)c2c3c(c(=O)oc2c1)CNCC3.ClCCN1CCCCC1. (3) Given the product CCC#CCOc1ccc(C=O)cc1OC, predict the reactants needed to synthesize it. The reactants are: CCC#CCBr.COc1cc(C=O)ccc1O. (4) Given the product CN(C)c1cnc(-c2cccc(Cl)c2Cl)c(N)n1, predict the reactants needed to synthesize it. The reactants are: CNC.Nc1nc(Cl)cnc1-c1cccc(Cl)c1Cl. (5) Given the product CCc1ccc(NC(=O)C2(c3ccc4c(c3)OC(F)(F)O4)CC2)nc1-c1ccc(C(=O)O)cc1, predict the reactants needed to synthesize it. The reactants are: CCc1ccc(NC(=O)C2(c3ccc4c(c3)OC(F)(F)O4)CC2)nc1-c1ccc(C(=O)OC(C)(C)C)cc1. (6) Given the product C=CC(=O)Nc1cccc(-c2nc(Nc3ccc(N4CCOCC4)c(F)c3)nc3c2cnn3C2CCCCO2)c1, predict the reactants needed to synthesize it. The reactants are: C=CC(=O)Nc1cccc(-c2nc(Cl)nc3c2cnn3C2CCCCO2)c1.Nc1ccc(N2CCOCC2)c(F)c1. (7) Given the product c1nc(Nc2ccc(N3CCNCC3)cn2)nc(NC2CCCC2)n1, predict the reactants needed to synthesize it. The reactants are: CC(C)(C)OC(=O)N1CCN(c2ccc(Nc3ncnc(NC4CCCC4)n3)nc2)CC1.